This data is from Catalyst prediction with 721,799 reactions and 888 catalyst types from USPTO. The task is: Predict which catalyst facilitates the given reaction. (1) Reactant: FC(F)(F)S(O[C:7]1[CH2:12][CH:11]([C:13]([F:16])([F:15])[F:14])[CH2:10][C:9](=[O:17])[CH:8]=1)(=O)=O.[CH3:20][C:21]1([CH3:37])[C:25]([CH3:27])([CH3:26])[O:24][B:23]([B:23]2[O:24][C:25]([CH3:27])([CH3:26])[C:21]([CH3:37])([CH3:20])[O:22]2)[O:22]1.C([O-])(=O)C.[Na+].N#N.C(Cl)Cl. Product: [CH3:20][C:21]1([CH3:37])[C:25]([CH3:27])([CH3:26])[O:24][B:23]([C:7]2[CH2:12][CH:11]([C:13]([F:16])([F:15])[F:14])[CH2:10][C:9](=[O:17])[CH:8]=2)[O:22]1. The catalyst class is: 75. (2) Reactant: [C:1]([O:4][CH:5]([C:13]([CH3:15])=[O:14])[C:6]([O:8][C:9]([CH3:12])([CH3:11])[CH3:10])=[O:7])(=[O:3])[CH3:2].[H-].[Na+].[H][H].[CH2:20](Br)/[CH:21]=[C:22](\[CH2:24][CH2:25][CH:26]=[C:27]([CH3:29])[CH3:28])/[CH3:23]. Product: [C:1]([O:4][C:5]([C:13](=[O:14])[CH3:15])([CH2:20]/[CH:21]=[C:22](/[CH3:23])\[CH2:24][CH2:25][CH:26]=[C:27]([CH3:29])[CH3:28])[C:6]([O:8][C:9]([CH3:10])([CH3:12])[CH3:11])=[O:7])(=[O:3])[CH3:2]. The catalyst class is: 1. (3) Reactant: [Cl:1][C:2]1[CH:3]=[C:4]([CH:7]=[CH:8][CH:9]=1)[CH:5]=O.Cl.Cl.[NH2:12][CH2:13][C:14]([NH:16][C:17]1[CH:18]=[C:19]2[C:24](=[CH:25][CH:26]=1)[CH:23]=[N:22][CH:21]=[CH:20]2)=[O:15].CCN(C(C)C)C(C)C.[BH3-]C#N.[Na+]. Product: [CH:23]1[C:24]2[C:19](=[CH:18][C:17]([NH:16][C:14](=[O:15])[CH2:13][NH:12][CH2:5][C:4]3[CH:7]=[CH:8][CH:9]=[C:2]([Cl:1])[CH:3]=3)=[CH:26][CH:25]=2)[CH:20]=[CH:21][N:22]=1. The catalyst class is: 130. (4) Reactant: [F:1][C:2]1([F:13])[C:11](=[O:12])[N:5]2C(C)(C)[O:7][CH2:8][C@H:4]2[CH2:3]1.O1CCOCC1. Product: [F:1][C:2]1([F:13])[CH2:3][C@H:4]([CH2:8][OH:7])[NH:5][C:11]1=[O:12]. The catalyst class is: 6. (5) Reactant: [NH2:1]/C=C\C(=O)C(F)(F)F.[CH:10]1([C:13](=O)[CH2:14][C:15]([O:17][CH3:18])=[O:16])[CH2:12][CH2:11]1.[C:20](O)([C:22]([F:25])([F:24])[F:23])=O.C(=O)([O-])[O-].[Na+].[Na+].[C:33]1([CH3:39])C=CC=CC=1. Product: [CH:10]1([C:13]2[N:1]=[C:20]([C:22]([F:25])([F:24])[F:23])[CH:39]=[CH:33][C:14]=2[C:15]([O:17][CH3:18])=[O:16])[CH2:12][CH2:11]1. The catalyst class is: 25.